From a dataset of Forward reaction prediction with 1.9M reactions from USPTO patents (1976-2016). Predict the product of the given reaction. (1) The product is: [Cl:17][C:18]1[C:19]([C:29]([F:31])([F:30])[F:32])=[N:20][N:21]([CH:24]([CH3:28])[C:25]([NH:16][C:11]2[CH:10]=[N:9][N:8]([C:5]3[CH:4]=[CH:3][C:2]([F:1])=[CH:7][CH:6]=3)[C:12]=2[CH:13]([CH3:14])[CH3:15])=[O:26])[C:22]=1[CH3:23]. Given the reactants [F:1][C:2]1[CH:7]=[CH:6][C:5]([N:8]2[C:12]([CH:13]([CH3:15])[CH3:14])=[C:11]([NH2:16])[CH:10]=[N:9]2)=[CH:4][CH:3]=1.[Cl:17][C:18]1[C:19]([C:29]([F:32])([F:31])[F:30])=[N:20][N:21]([CH:24]([CH3:28])[C:25](O)=[O:26])[C:22]=1[CH3:23].C(N(C(C)C)CC)(C)C.CN(C(ON1N=NC2C=CC=NC1=2)=[N+](C)C)C.F[P-](F)(F)(F)(F)F, predict the reaction product. (2) Given the reactants CC1C=[C:4]([OH:11])C=CC=1[N+]([O-])=O.[H-].[Na+].C1([O-:20])C=CC=CC=1.S(C1C=CC(C)=CC=1)(OCC(F)(F)F)(=O)=O.F[C:38](F)(F)[CH2:39][O:40][CH2:41][C:42]([F:45])([F:44])[F:43].[NH:48]1[C:56]2[C:51](=[CH:52]C=C[CH:55]=2)[CH:50]=[CH:49]1, predict the reaction product. The product is: [F:43][C:42]([F:45])([F:44])[CH2:41][O:40][C:39]1[CH:52]=[C:51]2[C:56](=[CH:55][CH:38]=1)[NH:48][CH:49]=[C:50]2[C:4]([OH:11])=[O:20]. (3) Given the reactants C([NH:5][C:6]([NH:8][C@@H:9]([CH2:12][CH:13]1[CH2:18][CH2:17][CH2:16][CH2:15][CH2:14]1)[CH2:10]O)=[S:7])(C)(C)C.Cl, predict the reaction product. The product is: [CH:13]1([CH2:12][C@H:9]2[CH2:10][S:7][C:6]([NH2:5])=[N:8]2)[CH2:18][CH2:17][CH2:16][CH2:15][CH2:14]1. (4) Given the reactants COC1C=CC(C)=CC=1S(C1C=C(C(OC)=O)C2OC=CC=2C=1)(=O)=O.[CH3:26][C:27]1[CH:32]=[CH:31][C:30]([S:33]([C:36]2[CH:37]=[C:38]([C:45]([O:47][CH3:48])=[O:46])[C:39]3[O:43][CH2:42][CH2:41][C:40]=3[CH:44]=2)(=[O:35])=[O:34])=[CH:29][CH:28]=1, predict the reaction product. The product is: [CH3:26][C:27]1[CH:28]=[CH:29][C:30]([S:33]([C:36]2[CH:37]=[C:38]([C:45]([O:47][CH3:48])=[O:46])[C:39]3[O:43][CH:42]=[CH:41][C:40]=3[CH:44]=2)(=[O:35])=[O:34])=[CH:31][CH:32]=1. (5) The product is: [F:30][C:27]1[CH:26]=[CH:25][C:24]([CH2:23][N:16]([C@@H:17]([CH3:22])[C:18]([F:21])([F:20])[F:19])[C:14](=[O:15])[CH2:13][N:9]2[C:8](=[O:31])[C@@:7]3([C:32]4[C:4](=[CH:3][C:2]([NH:1][C:39]([NH:38][S:35](=[O:37])(=[O:36])[NH:43][CH3:42])=[O:40])=[CH:34][CH:33]=4)[CH2:5][CH2:6]3)[O:11][C:10]2=[O:12])=[CH:29][CH:28]=1. Given the reactants [NH2:1][C:2]1[CH:3]=[C:4]2[C:32](=[CH:33][CH:34]=1)[C@:7]1([O:11][C:10](=[O:12])[N:9]([CH2:13][C:14]([N:16]([CH2:23][C:24]3[CH:29]=[CH:28][C:27]([F:30])=[CH:26][CH:25]=3)[C@@H:17]([CH3:22])[C:18]([F:21])([F:20])[F:19])=[O:15])[C:8]1=[O:31])[CH2:6][CH2:5]2.[S:35](Cl)([N:38]=[C:39]=[O:40])(=[O:37])=[O:36].[CH3:42][NH2:43], predict the reaction product.